Dataset: Full USPTO retrosynthesis dataset with 1.9M reactions from patents (1976-2016). Task: Predict the reactants needed to synthesize the given product. (1) Given the product [Br:19][C:15]1[CH:14]=[C:13]([NH:12][C:9]2[C:8]3[N:20]=[CH:21][N:22]([CH3:23])[C:7]=3[C:6]([C:4]([O-:5])=[O:3])=[CH:11][N:10]=2)[CH:18]=[CH:17][CH:16]=1.[Na+:25], predict the reactants needed to synthesize it. The reactants are: C([O:3][C:4]([C:6]1[C:7]2[N:22]([CH3:23])[CH:21]=[N:20][C:8]=2[C:9]([NH:12][C:13]2[CH:18]=[CH:17][CH:16]=[C:15]([Br:19])[CH:14]=2)=[N:10][CH:11]=1)=[O:5])C.[OH-].[Na+:25]. (2) The reactants are: I[C:2]1[CH:3]=[CH:4][C:5]2[N:6]([CH:8]=[CH:9][N:10]=2)[CH:7]=1.[NH:11]1[CH2:16][CH2:15][O:14][CH2:13][CH2:12]1.C1(P(C2CCCCC2)C2C=CC=CC=2C2C=CC=CC=2N(C)C)CCCCC1.CC(C)([O-])C.[Na+]. Given the product [N:11]1([C:2]2[CH:3]=[CH:4][C:5]3[N:6]([CH:8]=[CH:9][N:10]=3)[CH:7]=2)[CH2:16][CH2:15][O:14][CH2:13][CH2:12]1, predict the reactants needed to synthesize it. (3) Given the product [CH:1]1([C:4]2[N:13]=[C:12]([N:14]3[CH2:19][CH2:18][N:17]([C:20]4[CH:25]=[CH:24][C:23]([NH2:40])=[CH:22][C:21]=4[O:27][CH3:28])[CH2:16][CH2:15]3)[C:11]3[C:6](=[CH:7][C:8]([O:31][CH3:32])=[C:9]([O:29][CH3:30])[CH:10]=3)[N:5]=2)[CH2:3][CH2:2]1, predict the reactants needed to synthesize it. The reactants are: [CH:1]1([C:4]2[N:13]=[C:12]([N:14]3[CH2:19][CH2:18][N:17]([C:20]4[CH:25]=[CH:24][C:23](F)=[CH:22][C:21]=4[O:27][CH3:28])[CH2:16][CH2:15]3)[C:11]3[C:6](=[CH:7][C:8]([O:31][CH3:32])=[C:9]([O:29][CH3:30])[CH:10]=3)[N:5]=2)[CH2:3][CH2:2]1.FC1C=CC([N:40]2CCNCC2)=C(OC)C=1.COC1C=C(N)C=CC=1N1CCNCC1.